Task: Binary Classification. Given a T-cell receptor sequence (or CDR3 region) and an epitope sequence, predict whether binding occurs between them.. Dataset: TCR-epitope binding with 47,182 pairs between 192 epitopes and 23,139 TCRs (1) The epitope is KLGGALQAK. The TCR CDR3 sequence is CASSFVSPGEAFF. Result: 0 (the TCR does not bind to the epitope). (2) The epitope is RLYYDSMSY. The TCR CDR3 sequence is CASSEGTSGEQYF. Result: 0 (the TCR does not bind to the epitope). (3) The epitope is HTTDPSFLGRY. The TCR CDR3 sequence is CASSLRGPGLYNEQFF. Result: 0 (the TCR does not bind to the epitope). (4) The epitope is KLNVGDYFV. Result: 0 (the TCR does not bind to the epitope). The TCR CDR3 sequence is CASSLRSGQGLDFF. (5) The epitope is NLSALGIFST. The TCR CDR3 sequence is CASSQDGSGPQEHTDTQYF. Result: 0 (the TCR does not bind to the epitope).